Dataset: Reaction yield outcomes from USPTO patents with 853,638 reactions. Task: Predict the reaction yield, written as a fraction of the theoretical maximum amount of product (1.0 means a 100% yield; for example, 0.34 means a 34% yield). (1) The reactants are [F:1][C:2]1[CH:7]=[CH:6][CH:5]=[CH:4][C:3]=1[O:8][CH3:9].[C:10]1(=[O:16])[O:15][C:13](=[O:14])[CH2:12][CH2:11]1.[Cl-].[Cl-].[Cl-].[Al+3].Cl. The catalyst is C(Cl)Cl. The product is [F:1][C:2]1[CH:7]=[C:6]([CH:5]=[CH:4][C:3]=1[O:8][CH3:9])[C:10]([CH2:11][CH2:12][C:13]([OH:15])=[O:14])=[O:16]. The yield is 0.900. (2) The reactants are [Br:1][C:2]1[CH:9]=[CH:8][CH:7]=[C:6]([OH:10])[C:3]=1[CH:4]=O.Br[CH2:12][C:13]([C:15]1[CH:20]=[C:19]([F:21])[CH:18]=[C:17]([Cl:22])[CH:16]=1)=[O:14]. No catalyst specified. The product is [Br:1][C:2]1[C:3]2[CH:4]=[C:12]([C:13]([C:15]3[CH:20]=[C:19]([F:21])[CH:18]=[C:17]([Cl:22])[CH:16]=3)=[O:14])[O:10][C:6]=2[CH:7]=[CH:8][CH:9]=1. The yield is 0.630. (3) The reactants are [OH:1][CH2:2][C@H:3]1[CH2:12][N:7]2[CH2:8][CH2:9][NH:10][CH2:11][C@@H:6]2[CH2:5][CH2:4]1.F[C:14]1[CH:19]=[CH:18][C:17]([F:20])=[CH:16][C:15]=1[N+:21]([O-:23])=[O:22].C(=O)([O-])[O-].[Na+].[Na+].Cl. The catalyst is CS(C)=O. The product is [OH:1][CH2:2][C@H:3]1[CH2:12][N:7]2[CH2:8][CH2:9][N:10]([C:14]3[CH:19]=[CH:18][C:17]([F:20])=[CH:16][C:15]=3[N+:21]([O-:23])=[O:22])[CH2:11][C@@H:6]2[CH2:5][CH2:4]1. The yield is 0.780. (4) The reactants are [C:1]([C:4]1[CH:5]=[C:6]([O:11][S:12]([C:15]([F:18])([F:17])[F:16])(=[O:14])=[O:13])[CH:7]=[C:8]([OH:10])[CH:9]=1)(=[O:3])[CH3:2].C(=O)([O-])[O-].[K+].[K+].[CH2:25]([O:27][C:28](=[O:53])[CH2:29][CH2:30][CH2:31][O:32][C:33]1[CH:38]=[CH:37][CH:36]=[C:35]([CH2:39][CH2:40][CH2:41][CH2:42][CH2:43][CH2:44]Br)[C:34]=1[CH2:46][CH2:47][C:48]([O:50][CH2:51][CH3:52])=[O:49])[CH3:26]. The catalyst is CC(C)=O.CN(C=O)C. The product is [CH2:25]([O:27][C:28](=[O:53])[CH2:29][CH2:30][CH2:31][O:32][C:33]1[CH:38]=[CH:37][CH:36]=[C:35]([CH2:39][CH2:40][CH2:41][CH2:42][CH2:43][CH2:44][O:10][C:8]2[CH:7]=[C:6]([O:11][S:12]([C:15]([F:18])([F:16])[F:17])(=[O:14])=[O:13])[CH:5]=[C:4]([C:1](=[O:3])[CH3:2])[CH:9]=2)[C:34]=1[CH2:46][CH2:47][C:48]([O:50][CH2:51][CH3:52])=[O:49])[CH3:26]. The yield is 0.720. (5) The reactants are [Br:1][C:2]1[CH:7]=[CH:6][CH:5]=[C:4]([CH3:8])[C:3]=1[OH:9].[H-].[Na+].[CH3:12]OS(OC)(=O)=O.O. The catalyst is C1COCC1. The product is [Br:1][C:2]1[CH:7]=[CH:6][CH:5]=[C:4]([CH3:8])[C:3]=1[O:9][CH3:12]. The yield is 0.950. (6) The reactants are [NH2:1][CH2:2][C@H:3]1[CH2:8][CH2:7][C@H:6]([C:9]([OH:11])=[O:10])[CH2:5][CH2:4]1.Cl[C:13]([O:15][CH2:16][C:17]1[CH:22]=[CH:21][CH:20]=[CH:19][CH:18]=1)=[O:14]. The catalyst is [OH-].[Na+].O. The product is [C:17]1([CH2:16][O:15][C:13]([NH:1][CH2:2][CH:3]2[CH2:4][CH2:5][CH:6]([C:9]([OH:11])=[O:10])[CH2:7][CH2:8]2)=[O:14])[CH:22]=[CH:21][CH:20]=[CH:19][CH:18]=1. The yield is 0.960. (7) The yield is 0.380. The catalyst is ClCCl. The reactants are C(OC([NH:8][CH2:9][CH2:10][CH2:11][CH2:12][N:13]1[C:17](=[O:18])[C:16](=[CH:19][C:20]2[O:24][C:23]([C:25]3[CH:33]=[CH:32][C:28]([C:29]([OH:31])=[O:30])=[CH:27][CH:26]=3)=[CH:22][CH:21]=2)[S:15][C:14]1=[S:34])=O)(C)(C)C.[F:35][C:36]([F:41])([F:40])[C:37]([OH:39])=[O:38]. The product is [F:35][C:36]([F:41])([F:40])[C:37]([O-:39])=[O:38].[C:29]([C:28]1[CH:27]=[CH:26][C:25]([C:23]2[O:24][C:20]([CH:19]=[C:16]3[S:15][C:14](=[S:34])[N:13]([CH2:12][CH2:11][CH2:10][CH2:9][NH3+:8])[C:17]3=[O:18])=[CH:21][CH:22]=2)=[CH:33][CH:32]=1)([OH:31])=[O:30].